From a dataset of Reaction yield outcomes from USPTO patents with 853,638 reactions. Predict the reaction yield, written as a fraction of the theoretical maximum amount of product (1.0 means a 100% yield; for example, 0.34 means a 34% yield). The reactants are O[CH2:2][C:3]1[N:4]=[C:5]([S:8][CH2:9][CH2:10][C:11]([F:15])=[C:12]([F:14])[F:13])[O:6][CH:7]=1.N1C=CC=CC=1.S(Cl)([Cl:24])=O. The catalyst is C(Cl)(Cl)Cl. The product is [Cl:24][CH2:2][C:3]1[N:4]=[C:5]([S:8][CH2:9][CH2:10][C:11]([F:15])=[C:12]([F:14])[F:13])[O:6][CH:7]=1. The yield is 0.778.